This data is from Reaction yield outcomes from USPTO patents with 853,638 reactions. The task is: Predict the reaction yield, written as a fraction of the theoretical maximum amount of product (1.0 means a 100% yield; for example, 0.34 means a 34% yield). (1) The reactants are [CH:1]1([C:4]([NH:6][C:7]2[CH:12]=[CH:11][CH:10]=[CH:9][C:8]=2[CH:13]2[C:22]([CH3:24])([CH3:23])[CH2:21][C:20]3[C:15](=[CH:16][CH:17]=[C:18]([C:25]([O:27]C)=[O:26])[CH:19]=3)[NH:14]2)=[O:5])[CH2:3][CH2:2]1.[OH-].[Na+]. The catalyst is O1CCCC1. The product is [CH:1]1([C:4]([NH:6][C:7]2[CH:12]=[CH:11][CH:10]=[CH:9][C:8]=2[CH:13]2[C:22]([CH3:24])([CH3:23])[CH2:21][C:20]3[C:15](=[CH:16][CH:17]=[C:18]([C:25]([OH:27])=[O:26])[CH:19]=3)[NH:14]2)=[O:5])[CH2:2][CH2:3]1. The yield is 0.860. (2) The reactants are [H-].[Na+].[CH3:3][N:4]1[CH2:8][CH2:7][C@@H:6]([OH:9])[CH2:5]1.[CH:10]([CH:13]1[C:18]2[N:19]=[CH:20][NH:21][C:17]=2[CH2:16][CH2:15][N:14]1[C:22](OCC(Cl)(Cl)Cl)=[O:23])([CH3:12])[CH3:11]. The catalyst is C1COCC1. The product is [CH:10]([CH:13]1[C:18]2[N:19]=[CH:20][NH:21][C:17]=2[CH2:16][CH2:15][N:14]1[C:22]([O:9][C@@H:6]1[CH2:7][CH2:8][N:4]([CH3:3])[CH2:5]1)=[O:23])([CH3:12])[CH3:11]. The yield is 0.0270. (3) The reactants are [CH:1]1[C:6](Cl)=[CH:5][CH:4]=[C:3](Cl)[CH:2]=1.[CH2:9]([CH:11]([CH2:15][CH2:16][CH2:17][CH3:18])[CH2:12][Mg]Br)[CH3:10]. The catalyst is O. The product is [CH2:9]([CH:11]([CH2:15][CH2:16][CH2:17][CH3:18])[CH2:12][C:1]1[CH:2]=[CH:3][CH:4]=[CH:5][C:6]=1[CH2:12][CH:11]([CH2:9][CH3:10])[CH2:15][CH2:16][CH2:17][CH3:18])[CH3:10]. The yield is 0.210. (4) The reactants are [CH:1]([C@@H:4]1[C:9](=[O:10])[NH:8][CH:7]=[CH:6][N:5]1[C:11]([O:13][CH2:14][C:15]1[CH:20]=[CH:19][CH:18]=[CH:17][CH:16]=1)=[O:12])([CH3:3])[CH3:2].[SiH](CC)(CC)CC.C(O)(C(F)(F)F)=O. The catalyst is ClCCCl. The product is [CH:1]([C@@H:4]1[C:9](=[O:10])[NH:8][CH2:7][CH2:6][N:5]1[C:11]([O:13][CH2:14][C:15]1[CH:16]=[CH:17][CH:18]=[CH:19][CH:20]=1)=[O:12])([CH3:3])[CH3:2]. The yield is 0.998. (5) The reactants are [CH3:1][C:2]1[N:11]=[C:10]([C:12]2[CH:17]=[CH:16][C:15]([C:18]3[N:22]([CH3:23])[CH:21]=[N:20][CH:19]=3)=[CH:14][CH:13]=2)[C:9]2[CH2:8][CH2:7][C@H:6]3[C@H:24]([CH3:31])[C:25](=[O:30])[CH:26]([C:28]#[N:29])[CH2:27][C@:5]3([C:32]3[CH:37]=[CH:36][CH:35]=[CH:34][CH:33]=3)[C:4]=2[N:3]=1.ClC1C(=O)C(C#N)=C(C#N)C(=O)C=1Cl. The catalyst is O1CCCC1. The product is [CH3:1][C:2]1[N:11]=[C:10]([C:12]2[CH:13]=[CH:14][C:15]([C:18]3[N:22]([CH3:23])[CH:21]=[N:20][CH:19]=3)=[CH:16][CH:17]=2)[C:9]2[CH2:8][CH2:7][C@H:6]3[C@H:24]([CH3:31])[C:25](=[O:30])[C:26]([C:28]#[N:29])=[CH:27][C@:5]3([C:32]3[CH:37]=[CH:36][CH:35]=[CH:34][CH:33]=3)[C:4]=2[N:3]=1. The yield is 0.100. (6) The reactants are Br[C:2]1[CH:7]=[CH:6][CH:5]=[C:4]([CH3:8])[N:3]=1.CCCCCC.C([Li])CCC.[CH3:20][C:21]1[CH:22]=[C:23]([O:26][C:27]=1[CH3:28])[CH:24]=[O:25]. The catalyst is O1CCCC1.O. The product is [CH3:20][C:21]1[CH:22]=[C:23]([CH:24]([C:2]2[CH:7]=[CH:6][CH:5]=[C:4]([CH3:8])[N:3]=2)[OH:25])[O:26][C:27]=1[CH3:28]. The yield is 0.740. (7) The reactants are CO.Cl.[N:4]1[C:13]2[C:8](=[CH:9][CH:10]=[CH:11][C:12]=2[S:14]([NH:17][C:18]2[CH:38]=[CH:37][C:21]([C:22]([N:24]3[CH2:29][CH2:28][N:27](C(OC(C)(C)C)=O)[CH2:26][CH2:25]3)=[O:23])=[CH:20][CH:19]=2)(=[O:16])=[O:15])[CH:7]=[CH:6][CH:5]=1. No catalyst specified. The product is [N:24]1([C:22]([C:21]2[CH:20]=[CH:19][C:18]([NH:17][S:14]([C:12]3[CH:11]=[CH:10][CH:9]=[C:8]4[C:13]=3[N:4]=[CH:5][CH:6]=[CH:7]4)(=[O:16])=[O:15])=[CH:38][CH:37]=2)=[O:23])[CH2:29][CH2:28][NH:27][CH2:26][CH2:25]1. The yield is 0.943.